This data is from Full USPTO retrosynthesis dataset with 1.9M reactions from patents (1976-2016). The task is: Predict the reactants needed to synthesize the given product. (1) Given the product [CH:17]1([N:13]2[CH:14]=[C:10]([C:9]#[C:8][C:6]3[CH:5]=[CH:4][N:3]=[C:2]([CH3:1])[CH:7]=3)[N:11]=[C:12]2[CH3:15])[CH2:20][CH2:19][CH2:18]1, predict the reactants needed to synthesize it. The reactants are: [CH3:1][C:2]1[CH:7]=[C:6]([C:8]#[C:9][C:10]2[N:11]=[C:12]([CH3:15])[NH:13][CH:14]=2)[CH:5]=[CH:4][N:3]=1.Br[CH:17]1[CH2:20][CH2:19][CH2:18]1. (2) Given the product [CH3:15][N:16]([CH3:18])[N:17]=[CH:10][C:6]1[N:5]([CH2:12][CH3:13])[C:4](=[O:14])[N:3]([CH2:1][CH3:2])[C:8](=[O:9])[CH:7]=1, predict the reactants needed to synthesize it. The reactants are: [CH2:1]([N:3]1[C:8](=[O:9])[CH:7]=[C:6]([CH:10]=O)[N:5]([CH2:12][CH3:13])[C:4]1=[O:14])[CH3:2].[CH3:15][N:16]([CH3:18])[NH2:17]. (3) Given the product [CH:1](=[C:12](/[CH2:13][CH2:14][CH2:15][CH2:16][CH3:17])\[C:10](=[O:9])[CH3:11])/[C:2]1[CH:7]=[CH:6][CH:5]=[CH:4][CH:3]=1.[CH:1](=[C:12](/[CH2:13][CH2:14][CH2:15][CH2:16][CH3:17])\[C:10](=[O:9])/[CH:11]=[CH:1]/[C:2]1[CH:7]=[CH:6][CH:5]=[CH:4][CH:3]=1)/[C:2]1[CH:7]=[CH:6][CH:5]=[CH:4][CH:3]=1, predict the reactants needed to synthesize it. The reactants are: [CH:1](=O)[C:2]1[CH:7]=[CH:6][CH:5]=[CH:4][CH:3]=1.[O:9]=[C:10]([CH:12](P(=O)(OCC)OCC)[CH2:13][CH2:14][CH2:15][CH2:16][CH3:17])[CH3:11]. (4) Given the product [C:36]([O:29][C@H:21]1[CH2:22][C:23]2[C:28](=[CH:27][CH:26]=[CH:25][CH:24]=2)[C@H:20]1[NH:19][C:4]1[C:3]([CH2:1][CH3:2])=[N:8][C:7]([O:9][C:10]2[CH:15]=[C:14]([CH3:16])[CH:13]=[CH:12][N:11]=2)=[C:6]([CH2:17][CH3:18])[N:5]=1)(=[O:38])[CH3:37], predict the reactants needed to synthesize it. The reactants are: [CH2:1]([C:3]1[C:4]([NH:19][C@@H:20]2[C:28]3[C:23](=[CH:24][CH:25]=[CH:26][CH:27]=3)[CH2:22][C@@H:21]2[OH:29])=[N:5][C:6]([CH2:17][CH3:18])=[C:7]([O:9][C:10]2[CH:15]=[C:14]([CH3:16])[CH:13]=[CH:12][N:11]=2)[N:8]=1)[CH3:2].N1C=CC=CC=1.[C:36](Cl)(=[O:38])[CH3:37]. (5) The reactants are: [CH3:1][O:2]/[C:3](=[CH:9]\[CH:10]1[CH2:15][CH2:14][N:13]([S:16]([C:19]2[CH:24]=[CH:23][C:22]([O:25][C:26]([F:29])([F:28])[F:27])=[CH:21][CH:20]=2)(=[O:18])=[O:17])[CH2:12][CH2:11]1)/[C:4]([O:6]CC)=[O:5].[OH-].[Na+]. Given the product [CH3:1][O:2]/[C:3](=[CH:9]\[CH:10]1[CH2:15][CH2:14][N:13]([S:16]([C:19]2[CH:20]=[CH:21][C:22]([O:25][C:26]([F:29])([F:28])[F:27])=[CH:23][CH:24]=2)(=[O:18])=[O:17])[CH2:12][CH2:11]1)/[C:4]([OH:6])=[O:5], predict the reactants needed to synthesize it. (6) Given the product [F:1][C:2]1[CH:3]=[C:4]2[C:5]([CH2:6][CH:7]([CH3:11])[C:8]2=[O:10])=[CH:12][CH:13]=1, predict the reactants needed to synthesize it. The reactants are: [F:1][C:2]1[CH:13]=[CH:12][C:5]([CH2:6][CH:7]([CH3:11])[C:8]([OH:10])=O)=[CH:4][CH:3]=1.